This data is from Forward reaction prediction with 1.9M reactions from USPTO patents (1976-2016). The task is: Predict the product of the given reaction. (1) Given the reactants [NH2:1][C:2]1[N:6]=[C:5]([CH3:7])[NH:4][N:3]=1.[F:8][C:9]1[CH:14]=[C:13]([F:15])[CH:12]=[CH:11][C:10]=1[CH:16]([C:22](OCC)=[O:23])[C:17](OCC)=[O:18].C(N(CCCC)CCCC)CCC, predict the reaction product. The product is: [F:8][C:9]1[CH:14]=[C:13]([F:15])[CH:12]=[CH:11][C:10]=1[C:16]1[C:22]([OH:23])=[N:1][C:2]2[N:3]([N:4]=[C:5]([CH3:7])[N:6]=2)[C:17]=1[OH:18]. (2) The product is: [Br-:10].[O:3]=[C:2]([C:4]1[CH:9]=[CH:8][CH:7]=[CH:6][CH:5]=1)[CH2:1][S+:11]1[CH2:15][CH2:14][CH2:13][CH2:12]1. Given the reactants [CH2:1]([Br:10])[C:2]([C:4]1[CH:9]=[CH:8][CH:7]=[CH:6][CH:5]=1)=[O:3].[S:11]1[CH2:15][CH2:14][CH2:13][CH2:12]1, predict the reaction product. (3) Given the reactants [CH2:1]([NH:5][C:6](=[O:17])[C@@H:7]([NH:9][C:10](=[O:16])[O:11][C:12]([CH3:15])([CH3:14])[CH3:13])[CH3:8])[CH2:2][CH:3]=[CH2:4].[CH2:18]([NH:22][C:23](=[O:36])[C@@H:24]([NH:28][C:29](=[O:35])[O:30][C:31]([CH3:34])([CH3:33])[CH3:32])[CH:25]([CH3:27])[CH3:26])[CH2:19]C=C.C(OCC)=C, predict the reaction product. The product is: [C:12]([O:11][C:10](=[O:16])[NH:9][C@@H:7]([CH3:8])[C:6](=[O:17])[NH:5][CH2:1][CH2:2][CH:3]=[CH:4][CH2:19][CH2:18][NH:22][C:23](=[O:36])[C@H:24]([CH:25]([CH3:27])[CH3:26])[NH:28][C:29](=[O:35])[O:30][C:31]([CH3:32])([CH3:33])[CH3:34])([CH3:15])([CH3:14])[CH3:13]. (4) Given the reactants [N:1]1([CH2:7][CH2:8][CH2:9][O:10][C:11]2[CH:18]=[CH:17][C:14]([CH:15]=O)=[CH:13][CH:12]=2)[CH2:6][CH2:5][CH2:4][CH2:3][CH2:2]1.[NH:19]1[CH2:24][CH2:23][CH2:22][CH2:21][CH:20]1[C:25]1[CH:26]=[N:27][CH:28]=[CH:29][CH:30]=1.C(O[BH-](OC(=O)C)OC(=O)C)(=O)C.[Na+].[OH-].[Na+].[CH2:47]([Cl:49])[Cl:48], predict the reaction product. The product is: [NH3:1].[CH2:47]([Cl:49])[Cl:48].[N:1]1([CH2:7][CH2:8][CH2:9][O:10][C:11]2[CH:18]=[CH:17][C:14]([CH2:15][N:19]3[CH2:24][CH2:23][CH2:22][CH2:21][CH:20]3[C:25]3[CH:26]=[N:27][CH:28]=[CH:29][CH:30]=3)=[CH:13][CH:12]=2)[CH2:6][CH2:5][CH2:4][CH2:3][CH2:2]1. (5) Given the reactants C(OC([N:8]([C:10]1[CH:15]=[CH:14][C:13]([C:16]#[N:17])=[CH:12][CH:11]=1)[NH2:9])=O)(C)(C)C.O1CCOCC1.[ClH:24], predict the reaction product. The product is: [ClH:24].[NH:8]([C:10]1[CH:15]=[CH:14][C:13]([C:16]#[N:17])=[CH:12][CH:11]=1)[NH2:9]. (6) Given the reactants [F:1][C:2]1[CH:3]=[C:4]([Br:9])[CH:5]=[CH:6][C:7]=1I.[F:10][C:11]1[CH:12]=[C:13](B(O)O)[CH:14]=[C:15]([F:18])[C:16]=1[F:17].C(=O)([O-])[O-].[K+].[K+].C(COC)OC, predict the reaction product. The product is: [Br:9][C:4]1[CH:5]=[CH:6][C:7]([C:13]2[CH:12]=[C:11]([F:10])[C:16]([F:17])=[C:15]([F:18])[CH:14]=2)=[C:2]([F:1])[CH:3]=1.